This data is from Reaction yield outcomes from USPTO patents with 853,638 reactions. The task is: Predict the reaction yield, written as a fraction of the theoretical maximum amount of product (1.0 means a 100% yield; for example, 0.34 means a 34% yield). (1) The reactants are [F:1][C:2]1[CH:7]=[CH:6][C:5]([C:8]2[S:9][CH:10]=[C:11]([CH2:13][CH2:14][NH2:15])[N:12]=2)=[CH:4][CH:3]=1.[F:16][C:17]([F:33])([F:32])[C:18]1[O:22][N:21]=[C:20]([C:23]2[CH:24]=[C:25]([CH:29]=[CH:30][CH:31]=2)[C:26](O)=[O:27])[N:19]=1. No catalyst specified. The product is [F:1][C:2]1[CH:3]=[CH:4][C:5]([C:8]2[S:9][CH:10]=[C:11]([CH2:13][CH2:14][NH:15][C:26](=[O:27])[C:25]3[CH:29]=[CH:30][CH:31]=[C:23]([C:20]4[N:19]=[C:18]([C:17]([F:33])([F:32])[F:16])[O:22][N:21]=4)[CH:24]=3)[N:12]=2)=[CH:6][CH:7]=1. The yield is 0.450. (2) The reactants are C(OC(=O)[NH:7][C:8]1[C:13]([C:14]([C:16]2[C:21]([N:22]([S:26]([C:29]3[CH:34]=[CH:33][C:32]([Cl:35])=[C:31]([C:36]([F:39])([F:38])[F:37])[CH:30]=3)(=[O:28])=[O:27])COC)=[CH:20][C:19]([Cl:40])=[CH:18][N:17]=2)=[O:15])=[CH:12][CH:11]=[CH:10][N:9]=1)(C)(C)C.O. The catalyst is OS(O)(=O)=O.C(O)(C(F)(F)F)=O. The product is [NH2:7][C:8]1[C:13]([C:14]([C:16]2[C:21]([NH:22][S:26]([C:29]3[CH:34]=[CH:33][C:32]([Cl:35])=[C:31]([C:36]([F:39])([F:38])[F:37])[CH:30]=3)(=[O:28])=[O:27])=[CH:20][C:19]([Cl:40])=[CH:18][N:17]=2)=[O:15])=[CH:12][CH:11]=[CH:10][N:9]=1. The yield is 0.480. (3) The reactants are [I:1][C:2]1[CH:11]=[N:10][C:5]2[NH:6][CH2:7][CH2:8][NH:9][C:4]=2[CH:3]=1.[C:12]1([S:18](Cl)(=[O:20])=[O:19])[CH:17]=[CH:16][CH:15]=[CH:14][CH:13]=1. The catalyst is N1C=CC=CC=1. The product is [C:12]1([S:18]([N:9]2[CH2:8][CH2:7][NH:6][C:5]3[N:10]=[CH:11][C:2]([I:1])=[CH:3][C:4]2=3)(=[O:20])=[O:19])[CH:17]=[CH:16][CH:15]=[CH:14][CH:13]=1. The yield is 0.230. (4) The reactants are [I-].[Na+].C[Si](Cl)(C)C.[O:8]1CCO[CH:9]1[C:13]1[S:17][C:16]([CH:18]([C:20]2[S:21][C:22]([CH3:25])=[CH:23][CH:24]=2)O)=[CH:15][CH:14]=1.[OH-].[Na+].O.O.O.O.O.S([O-])([O-])(=O)=S.[Na+].[Na+]. The catalyst is C(#N)C.O.C(OCC)(=O)C. The product is [CH3:25][C:22]1[S:21][C:20]([CH2:18][C:16]2[S:17][C:13]([CH:9]=[O:8])=[CH:14][CH:15]=2)=[CH:24][CH:23]=1. The yield is 0.502. (5) The reactants are [Cl:1][C:2]1[CH:6]=[N:5][N:4]([CH3:7])[C:3]=1[C:8]1[CH:9]=[C:10]([NH2:16])[CH:11]=[CH:12][C:13]=1[O:14][CH3:15].[N+:17]([C:20]1[CH:21]=[C:22]([N:26]=[C:27]=[O:28])[CH:23]=[CH:24][CH:25]=1)([O-:19])=[O:18]. No catalyst specified. The product is [Cl:1][C:2]1[CH:6]=[N:5][N:4]([CH3:7])[C:3]=1[C:8]1[CH:9]=[C:10]([NH:16][C:27]([NH:26][C:22]2[CH:23]=[CH:24][CH:25]=[C:20]([N+:17]([O-:19])=[O:18])[CH:21]=2)=[O:28])[CH:11]=[CH:12][C:13]=1[O:14][CH3:15]. The yield is 0.150. (6) The reactants are [C:1]([O:4][CH:5]1[C:9]2=[N:10][CH:11]=[C:12]([NH2:28])[C:13]([N:14]3[CH2:19][CH2:18][CH2:17][C@H:16]([NH:20][C:21]([O:23][C:24]([CH3:27])([CH3:26])[CH3:25])=[O:22])[CH2:15]3)=[C:8]2[CH2:7][CH2:6]1)(=[O:3])[CH3:2].[C:29]([O:33][C:34]([NH:36][C:37]1[S:41][C:40]([C:42]2[C:47]([F:48])=[CH:46][CH:45]=[C:44]([O:49][CH3:50])[C:43]=2[F:51])=[N:39][C:38]=1[C:52](O)=[O:53])=[O:35])([CH3:32])([CH3:31])[CH3:30].CN(C(ON1N=NC2C=CC=NC1=2)=[N+](C)C)C.F[P-](F)(F)(F)(F)F.CCN(C(C)C)C(C)C. The catalyst is CN(C=O)C.CO. The product is [C:1]([O:4][CH:5]1[C:9]2=[N:10][CH:11]=[C:12]([NH:28][C:52]([C:38]3[N:39]=[C:40]([C:42]4[C:47]([F:48])=[CH:46][CH:45]=[C:44]([O:49][CH3:50])[C:43]=4[F:51])[S:41][C:37]=3[NH:36][C:34]([O:33][C:29]([CH3:32])([CH3:31])[CH3:30])=[O:35])=[O:53])[C:13]([N:14]3[CH2:19][CH2:18][CH2:17][C@H:16]([NH:20][C:21]([O:23][C:24]([CH3:27])([CH3:26])[CH3:25])=[O:22])[CH2:15]3)=[C:8]2[CH2:7][CH2:6]1)(=[O:3])[CH3:2]. The yield is 0.160.